Dataset: Reaction yield outcomes from USPTO patents with 853,638 reactions. Task: Predict the reaction yield, written as a fraction of the theoretical maximum amount of product (1.0 means a 100% yield; for example, 0.34 means a 34% yield). (1) The reactants are C([Li])CCC.C(NC(C)C)(C)C.C([N-]C(C)C)(C)C.[Li+].[C:21]([O:24][C:25]([CH3:28])([CH3:27])[CH3:26])(=[O:23])[CH3:22].[OH:29][C@@H:30]1[CH2:35][O:34][C:32](=[O:33])[CH2:31]1.Cl. The catalyst is CCCCCC.C1COCC1.C(OCC)C. The product is [C:25]([O:24][C:21](=[O:23])[CH2:22][C:32](=[O:33])[CH2:31][C@H:30]([OH:29])[CH2:35][OH:34])([CH3:28])([CH3:27])[CH3:26]. The yield is 0.710. (2) The reactants are Cl[CH2:2][C:3]1[CH:8]=[C:7]([N+:9]([O-:11])=[O:10])[CH:6]=[CH:5][C:4]=1[CH3:12].[CH3:13][NH:14][NH2:15]. The catalyst is CCO. The product is [CH3:13][N:14]([CH2:2][C:3]1[CH:8]=[C:7]([N+:9]([O-:11])=[O:10])[CH:6]=[CH:5][C:4]=1[CH3:12])[NH2:15]. The yield is 1.00.